This data is from Full USPTO retrosynthesis dataset with 1.9M reactions from patents (1976-2016). The task is: Predict the reactants needed to synthesize the given product. (1) Given the product [Br:1][C:2]1[CH:3]=[CH:4][C:5]([CH2:8][CH2:9][O:10][CH2:11][CH2:12][C:13]([N:15]([CH2:24][CH2:25][NH:28][CH2:29][CH2:30][C:31]2[C:39]3[S:38][C:37](=[O:40])[NH:36][C:35]=3[C:34]([OH:41])=[CH:33][CH:32]=2)[CH2:16][CH2:17][C:18]2[CH:19]=[CH:20][CH:21]=[CH:22][CH:23]=2)=[O:14])=[CH:6][CH:7]=1, predict the reactants needed to synthesize it. The reactants are: [Br:1][C:2]1[CH:7]=[CH:6][C:5]([CH2:8][CH2:9][O:10][CH2:11][CH2:12][C:13]([N:15]([CH2:24][CH:25]=O)[CH2:16][CH2:17][C:18]2[CH:23]=[CH:22][CH:21]=[CH:20][CH:19]=2)=[O:14])=[CH:4][CH:3]=1.Cl.[NH2:28][CH2:29][CH2:30][C:31]1[C:39]2[S:38][C:37](=[O:40])[NH:36][C:35]=2[C:34]([OH:41])=[CH:33][CH:32]=1.C(O)(=O)C.C([BH3-])#N.[Na+]. (2) Given the product [Cl:26][C:27]1[CH:28]=[C:29]([NH:30][C:11]([C:8]2[CH:7]=[CH:6][C:5]([C:3]([O:2][CH3:1])=[O:4])=[CH:10][N:9]=2)=[O:13])[CH:31]=[C:32]([Cl:37])[C:33]=1[O:34][CH2:35][CH3:36], predict the reactants needed to synthesize it. The reactants are: [CH3:1][O:2][C:3]([C:5]1[CH:6]=[CH:7][C:8]([C:11]([OH:13])=O)=[N:9][CH:10]=1)=[O:4].C1N=CN(C(N2C=NC=C2)=O)C=1.[Cl:26][C:27]1[CH:28]=[C:29]([CH:31]=[C:32]([Cl:37])[C:33]=1[O:34][CH2:35][CH3:36])[NH2:30].CCN(C(C)C)C(C)C. (3) The reactants are: [CH:1]1([C:4]2[N:8]([C:9]3[CH:14]=[CH:13][CH:12]=[C:11]([C:15]([F:18])([F:17])[F:16])[CH:10]=3)[N:7]=[C:6]([CH3:19])[C:5]=2[C:20]([OH:22])=O)[CH2:3][CH2:2]1.Cl.Cl.[CH3:25][C@H:26]1[CH2:31][C@H:30]([N:32]2[CH2:36][CH2:35][CH2:34][CH2:33]2)[CH2:29][CH2:28][NH:27]1. Given the product [CH:1]1([C:4]2[N:8]([C:9]3[CH:14]=[CH:13][CH:12]=[C:11]([C:15]([F:17])([F:16])[F:18])[CH:10]=3)[N:7]=[C:6]([CH3:19])[C:5]=2[C:20]([N:27]2[CH2:28][CH2:29][C@@H:30]([N:32]3[CH2:36][CH2:35][CH2:34][CH2:33]3)[CH2:31][C@@H:26]2[CH3:25])=[O:22])[CH2:2][CH2:3]1, predict the reactants needed to synthesize it. (4) Given the product [CH:17](=[C:21]1[CH2:26][CH2:25][N:24]([CH2:2][C@@H:3]([CH3:16])[CH2:4][N:5]2[C:14]3[C:9](=[CH:10][CH:11]=[CH:12][CH:13]=3)[CH2:8][CH2:7][C:6]2=[O:15])[CH2:23][CH2:22]1)[CH2:18][CH2:19][CH3:20], predict the reactants needed to synthesize it. The reactants are: I[CH2:2][C@@H:3]([CH3:16])[CH2:4][N:5]1[C:14]2[C:9](=[CH:10][CH:11]=[CH:12][CH:13]=2)[CH2:8][CH2:7][C:6]1=[O:15].[CH:17](=[C:21]1[CH2:26][CH2:25][NH:24][CH2:23][CH2:22]1)[CH2:18][CH2:19][CH3:20]. (5) The reactants are: [Cl:1][C:2]1[CH:3]=[N:4][CH:5]=[C:6]([F:9])[C:7]=1I.[CH3:10][N:11]1[CH2:16][CH:15]=[C:14](B2OC(C)(C)C(C)(C)O2)[CH2:13][CH2:12]1.C([O-])([O-])=O.[Na+].[Na+]. Given the product [Cl:1][C:2]1[CH:3]=[N:4][CH:5]=[C:6]([F:9])[C:7]=1[C:14]1[CH2:15][CH2:16][N:11]([CH3:10])[CH2:12][CH:13]=1, predict the reactants needed to synthesize it. (6) Given the product [CH2:7]([O:9][C:10]([C:12]1[C:17](=[O:18])[N:16]([CH2:19][C:20]2[CH:25]=[CH:24][C:23]([O:26][CH3:27])=[CH:22][CH:21]=2)[C:15]2[CH:28]=[CH:29][S:30][C:14]=2[C:13]=1[Cl:4])=[O:11])[CH3:8], predict the reactants needed to synthesize it. The reactants are: C(Cl)(=O)C([Cl:4])=O.[CH2:7]([O:9][C:10]([C:12]1[C:17](=[O:18])[N:16]([CH2:19][C:20]2[CH:25]=[CH:24][C:23]([O:26][CH3:27])=[CH:22][CH:21]=2)[C:15]2[CH:28]=[CH:29][S:30][C:14]=2[C:13]=1O)=[O:11])[CH3:8].CN(C=O)C.